Predict the reactants needed to synthesize the given product. From a dataset of Full USPTO retrosynthesis dataset with 1.9M reactions from patents (1976-2016). (1) Given the product [Br:1][C:18]1[C:11]2[C:10]([Cl:9])=[N:15][CH:14]=[N:13][C:12]=2[N:16]([Si:19]([CH:23]([CH3:25])[CH3:24])([CH:26]([CH3:28])[CH3:27])[CH:20]([CH3:21])[CH3:22])[CH:17]=1, predict the reactants needed to synthesize it. The reactants are: [Br:1]N1C(=O)CCC1=O.[Cl:9][C:10]1[C:11]2[CH:18]=[CH:17][N:16]([Si:19]([CH:26]([CH3:28])[CH3:27])([CH:23]([CH3:25])[CH3:24])[CH:20]([CH3:22])[CH3:21])[C:12]=2[N:13]=[CH:14][N:15]=1. (2) Given the product [S:1]1[C:5]2[CH:6]=[CH:7][CH:8]=[CH:9][C:4]=2[N:3]=[C:2]1[C:10]1[CH:15]=[C:14]([Si:29]([C:30]2[CH:31]=[CH:32][CH:33]=[CH:34][CH:35]=2)([C:36]2[CH:41]=[CH:40][CH:39]=[CH:38][CH:37]=2)[C:23]2[CH:24]=[CH:25][CH:26]=[CH:27][CH:28]=2)[CH:13]=[CH:12][C:11]=1[OH:17], predict the reactants needed to synthesize it. The reactants are: [S:1]1[C:5]2[CH:6]=[CH:7][CH:8]=[CH:9][C:4]=2[N:3]=[C:2]1[C:10]1[CH:15]=[C:14](Br)[CH:13]=[CH:12][C:11]=1[OH:17].[Li]CCCC.[C:23]1([Si:29](Cl)([C:36]2[CH:41]=[CH:40][CH:39]=[CH:38][CH:37]=2)[C:30]2[CH:35]=[CH:34][CH:33]=[CH:32][CH:31]=2)[CH:28]=[CH:27][CH:26]=[CH:25][CH:24]=1. (3) Given the product [O:24]=[C:9]([CH2:10][CH2:11][CH2:12][C:13]1([C:18]2[CH:19]=[CH:20][CH:21]=[CH:22][CH:23]=2)[O:14][CH2:15][CH2:16][O:17]1)[CH2:5][C:6]([NH:27][C:28]1[CH:33]=[CH:32][CH:31]=[CH:30][CH:29]=1)=[O:8], predict the reactants needed to synthesize it. The reactants are: CC1(C)O[C:6](=[O:8])[CH:5]([C:9](=[O:24])[CH2:10][CH2:11][CH2:12][C:13]2([C:18]3[CH:23]=[CH:22][CH:21]=[CH:20][CH:19]=3)[O:17][CH2:16][CH2:15][O:14]2)C(=O)O1.[NH2:27][C:28]1[CH:33]=[CH:32][CH:31]=[CH:30][CH:29]=1.